Dataset: Full USPTO retrosynthesis dataset with 1.9M reactions from patents (1976-2016). Task: Predict the reactants needed to synthesize the given product. (1) Given the product [OH:1][CH:2]1[CH2:7][CH2:6][CH2:5][C:4](=[N:12][OH:13])[C:3]1([CH3:10])[CH3:9], predict the reactants needed to synthesize it. The reactants are: [OH:1][CH:2]1[CH2:7][CH2:6][CH2:5][C:4](=O)[C:3]1([CH3:10])[CH3:9].Cl.[NH2:12][OH:13].C(=O)([O-])[O-].[Na+].[Na+]. (2) Given the product [OH:12][C:3]1[C:2]([NH:1][C:28](=[O:29])[C:27]2[CH:31]=[CH:32][CH:33]=[C:25]([C:21]3[CH:20]=[N:19][CH:24]=[CH:23][CH:22]=3)[CH:26]=2)=[CH:11][CH:10]=[CH:9][C:4]=1[C:5]([O:7][CH3:8])=[O:6], predict the reactants needed to synthesize it. The reactants are: [NH2:1][C:2]1[C:3]([OH:12])=[C:4]([CH:9]=[CH:10][CH:11]=1)[C:5]([O:7][CH3:8])=[O:6].N1C=CC=CC=1.[N:19]1[CH:24]=[CH:23][CH:22]=[C:21]([C:25]2[CH:26]=[C:27]([CH:31]=[CH:32][CH:33]=2)[C:28](Cl)=[O:29])[CH:20]=1.